Task: Predict the reactants needed to synthesize the given product.. Dataset: Full USPTO retrosynthesis dataset with 1.9M reactions from patents (1976-2016) (1) Given the product [CH3:16][O:15][CH2:14][C:11]1[CH:10]=[N:9][C:8]([C:4]2[CH:5]=[CH:6][CH:7]=[C:2]([B:32]3[O:36][C:35]([CH3:38])([CH3:37])[C:34]([CH3:40])([CH3:39])[O:33]3)[CH:3]=2)=[N:13][CH:12]=1, predict the reactants needed to synthesize it. The reactants are: Cl[C:2]1[CH:3]=[C:4]([C:8]2[N:13]=[CH:12][C:11]([CH2:14][O:15][CH3:16])=[CH:10][N:9]=2)[CH:5]=[CH:6][CH:7]=1.C(OC1C=NC(C2C=CC=C([B:32]3[O:36][C:35]([CH3:38])([CH3:37])[C:34]([CH3:40])([CH3:39])[O:33]3)C=2)=NC=1)C. (2) Given the product [Br:1][CH2:2][C:3]1[CH:11]=[CH:10][C:6]([C:7]([O:9][C:12]([CH3:15])([CH3:14])[CH3:13])=[O:8])=[CH:5][CH:4]=1, predict the reactants needed to synthesize it. The reactants are: [Br:1][CH2:2][C:3]1[CH:11]=[CH:10][C:6]([C:7]([OH:9])=[O:8])=[CH:5][CH:4]=1.[C:12](O)([CH3:15])([CH3:14])[CH3:13].[O-]S([O-])(=O)=O.[Mg+2].S(=O)(=O)(O)O. (3) Given the product [F:10][C:11]1[CH:12]=[C:13]([C:2]2[CH:8]=[CH:7][C:5]([NH2:6])=[CH:4][C:3]=2[CH3:9])[CH:14]=[CH:15][C:16]=1[C:17]([F:18])([F:19])[F:20], predict the reactants needed to synthesize it. The reactants are: Br[C:2]1[CH:8]=[CH:7][C:5]([NH2:6])=[CH:4][C:3]=1[CH3:9].[F:10][C:11]1[CH:12]=[C:13](B2OC(C)(C)C(C)(C)O2)[CH:14]=[CH:15][C:16]=1[C:17]([F:20])([F:19])[F:18].C(=O)(O)[O-].[Na+]. (4) Given the product [Cl:2][C:3]1[C:4]([O:20][CH3:21])=[C:5]([N:9]2[C:13]([CH2:14][NH:15][C:32]([NH:31][C:25]3[CH:26]=[CH:27][C:28]([CH2:29][OH:30])=[C:23]([F:22])[CH:24]=3)=[O:33])=[CH:12][C:11]([C:16]([F:18])([F:19])[F:17])=[N:10]2)[CH:6]=[CH:7][CH:8]=1, predict the reactants needed to synthesize it. The reactants are: Cl.[Cl:2][C:3]1[C:4]([O:20][CH3:21])=[C:5]([N:9]2[C:13]([CH2:14][NH2:15])=[CH:12][C:11]([C:16]([F:19])([F:18])[F:17])=[N:10]2)[CH:6]=[CH:7][CH:8]=1.[F:22][C:23]1[CH:24]=[C:25]([NH:31][C:32](=O)[O:33]C2C=CC=CC=2)[CH:26]=[CH:27][C:28]=1[CH2:29][OH:30]. (5) Given the product [CH2:23]([N:1]1[C:9]2[C:4](=[CH:5][CH:6]=[CH:7][CH:8]=2)[C:3]([CH:10]([C:14]2[C:22]3[C:17](=[CH:18][CH:19]=[CH:20][CH:21]=3)[N:16]([CH2:3][C:4]3[CH:9]=[CH:8][CH:7]=[CH:6][CH:5]=3)[CH:15]=2)[CH2:11][CH2:12][CH3:13])=[CH:2]1)[C:24]1[CH:29]=[CH:28][CH:27]=[CH:26][CH:25]=1, predict the reactants needed to synthesize it. The reactants are: [NH:1]1[C:9]2[C:4](=[CH:5][CH:6]=[CH:7][CH:8]=2)[C:3]([CH:10]([C:14]2[C:22]3[C:17](=[CH:18][CH:19]=[CH:20][CH:21]=3)[NH:16][CH:15]=2)[CH2:11][CH2:12][CH3:13])=[CH:2]1.[CH2:23](Cl)[C:24]1[CH:29]=[CH:28][CH:27]=[CH:26][CH:25]=1. (6) Given the product [C:1]([C:5]1[N:6]=[C:7]([N:16]2[CH2:20][CH2:19][C:18]([F:21])([F:22])[CH2:17]2)[C:8]2[N:13]=[N:12][N:11]([CH:14]3[CH2:44][CH2:45][S:46](=[O:50])(=[O:49])[CH2:15]3)[C:9]=2[N:10]=1)([CH3:2])([CH3:3])[CH3:4], predict the reactants needed to synthesize it. The reactants are: [C:1]([C:5]1[N:6]=[C:7]([N:16]2[CH2:20][CH2:19][C:18]([F:22])([F:21])[CH2:17]2)[C:8]2[N:13]=[N:12][N:11]([CH2:14][CH3:15])[C:9]=2[N:10]=1)([CH3:4])([CH3:3])[CH3:2].C(C1N=C(N2CCC(F)(F)C2)C2N=NNC=2N=1)(C)(C)C.Br[CH:44]1CC[S:46](=[O:50])(=[O:49])[CH2:45]1. (7) The reactants are: [I:1][C:2]1[CH:7]=[CH:6][C:5]([CH2:8]I)=[CH:4][N:3]=1.[Br:10][C:11]1[C:12](=[O:28])[NH:13][C:14]([CH3:27])=[CH:15][C:16]=1[O:17][CH2:18][C:19]1[CH:24]=[CH:23][C:22]([F:25])=[CH:21][C:20]=1[F:26].[H-].[Na+]. Given the product [Br:10][C:11]1[C:12](=[O:28])[N:13]([CH2:8][C:5]2[CH:4]=[N:3][C:2]([I:1])=[CH:7][CH:6]=2)[C:14]([CH3:27])=[CH:15][C:16]=1[O:17][CH2:18][C:19]1[CH:24]=[CH:23][C:22]([F:25])=[CH:21][C:20]=1[F:26], predict the reactants needed to synthesize it.